From a dataset of Catalyst prediction with 721,799 reactions and 888 catalyst types from USPTO. Predict which catalyst facilitates the given reaction. Reactant: [N:1]1([CH2:7][CH2:8][O:9][CH2:10][CH2:11][O:12][CH2:13][CH2:14][O:15][CH2:16][CH2:17][C:18]([O:20]C(C)(C)C)=[O:19])[CH2:6][CH2:5][O:4][CH2:3][CH2:2]1.C(O)(C(F)(F)F)=O. Product: [N:1]1([CH2:7][CH2:8][O:9][CH2:10][CH2:11][O:12][CH2:13][CH2:14][O:15][CH2:16][CH2:17][C:18]([OH:20])=[O:19])[CH2:6][CH2:5][O:4][CH2:3][CH2:2]1. The catalyst class is: 2.